Dataset: Reaction yield outcomes from USPTO patents with 853,638 reactions. Task: Predict the reaction yield, written as a fraction of the theoretical maximum amount of product (1.0 means a 100% yield; for example, 0.34 means a 34% yield). The yield is 0.587. The reactants are [F:1][C:2]1[CH:3]=[C:4]([C:10]2[C:15]([C:16]3[CH:21]=[CH:20][C:19]([O:22][CH3:23])=[CH:18][CH:17]=3)=[N:14][NH:13][C:12](=[O:24])[CH:11]=2)[CH:5]=[CH:6][C:7]=1[O:8][CH3:9].[Cl:25][C:26]1[CH:35]=[CH:34][C:29]([CH:30]=[CH:31][CH2:32]Cl)=[CH:28][CH:27]=1. No catalyst specified. The product is [Cl:25][C:26]1[CH:35]=[CH:34][C:29]([CH:30]=[CH:31][CH2:32][N:13]2[C:12](=[O:24])[CH:11]=[C:10]([C:4]3[CH:5]=[CH:6][C:7]([O:8][CH3:9])=[C:2]([F:1])[CH:3]=3)[C:15]([C:16]3[CH:17]=[CH:18][C:19]([O:22][CH3:23])=[CH:20][CH:21]=3)=[N:14]2)=[CH:28][CH:27]=1.